Dataset: Catalyst prediction with 721,799 reactions and 888 catalyst types from USPTO. Task: Predict which catalyst facilitates the given reaction. (1) Reactant: [N:1]1[N:2]=[CH:3][N:4]2[CH2:9][CH2:8][NH:7][CH2:6][C:5]=12.C(N(CC)C(C)C)(C)C.[C:19](O[C:19]([O:21][C:22]([CH3:25])([CH3:24])[CH3:23])=[O:20])([O:21][C:22]([CH3:25])([CH3:24])[CH3:23])=[O:20]. Product: [C:22]([O:21][C:19]([N:7]1[CH2:8][CH2:9][N:4]2[CH:3]=[N:2][N:1]=[C:5]2[CH2:6]1)=[O:20])([CH3:25])([CH3:24])[CH3:23]. The catalyst class is: 4. (2) Reactant: [F:1][C:2]([F:25])([F:24])[C:3]1[CH:8]=[CH:7][C:6]([C:9]2[C:10]([C:15]([NH:17][CH:18]3[CH2:23][CH2:22][NH:21][CH2:20][CH2:19]3)=[O:16])=[CH:11][CH:12]=[CH:13][CH:14]=2)=[CH:5][CH:4]=1.C(=O)([O-])[O-].[K+].[K+].[CH2:32]([O:34][C:35](=[O:38])[CH2:36]Br)[CH3:33]. Product: [CH2:32]([O:34][C:35](=[O:38])[CH2:36][N:21]1[CH2:20][CH2:19][CH:18]([NH:17][C:15]([C:10]2[C:9]([C:6]3[CH:5]=[CH:4][C:3]([C:2]([F:1])([F:24])[F:25])=[CH:8][CH:7]=3)=[CH:14][CH:13]=[CH:12][CH:11]=2)=[O:16])[CH2:23][CH2:22]1)[CH3:33]. The catalyst class is: 9. (3) Reactant: Br[C:2]1[CH:3]=[CH:4][C:5]([O:8][CH:9]2[CH2:14][CH2:13][O:12][CH2:11][CH2:10]2)=[N:6][CH:7]=1.[CH3:15][C:16]1([CH3:32])[C:20]([CH3:22])([CH3:21])[O:19][B:18]([B:18]2[O:19][C:20]([CH3:22])([CH3:21])[C:16]([CH3:32])([CH3:15])[O:17]2)[O:17]1.C([O-])([O-])=O.[Cs+].[Cs+].N#N. Product: [O:12]1[CH2:13][CH2:14][CH:9]([O:8][C:5]2[CH:4]=[CH:3][C:2]([B:18]3[O:19][C:20]([CH3:22])([CH3:21])[C:16]([CH3:32])([CH3:15])[O:17]3)=[CH:7][N:6]=2)[CH2:10][CH2:11]1. The catalyst class is: 12. (4) Reactant: Cl[C:2]1[NH:3][C:4](=[O:12])[C:5]2[CH:10]=[N:9][N:8]([CH3:11])[C:6]=2[N:7]=1.[F:13][C:14]([F:28])([F:27])[C:15]1[CH:20]=[CH:19][CH:18]=[CH:17][C:16]=1[N:21]1[CH2:26][CH2:25][NH:24][CH2:23][CH2:22]1.CCN(C(C)C)C(C)C. Product: [CH3:11][N:8]1[C:6]2[N:7]=[C:2]([N:24]3[CH2:23][CH2:22][N:21]([C:16]4[CH:17]=[CH:18][CH:19]=[CH:20][C:15]=4[C:14]([F:27])([F:28])[F:13])[CH2:26][CH2:25]3)[NH:3][C:4](=[O:12])[C:5]=2[CH:10]=[N:9]1. The catalyst class is: 8. (5) Reactant: [CH3:1][C:2]1[CH:7]=[CH:6][C:5]([S:8]([NH:11][CH2:12][CH2:13][C:14]2[CH:19]=[CH:18][C:17]([N+:20]([O-:22])=[O:21])=[CH:16][CH:15]=2)(=[O:10])=[O:9])=[CH:4][CH:3]=1.[H-].[Na+].Br[CH2:26][C:27]([O:29][CH2:30][CH3:31])=[O:28]. Product: [CH2:30]([O:29][C:27](=[O:28])[CH2:26][N:11]([CH2:12][CH2:13][C:14]1[CH:19]=[CH:18][C:17]([N+:20]([O-:22])=[O:21])=[CH:16][CH:15]=1)[S:8]([C:5]1[CH:4]=[CH:3][C:2]([CH3:1])=[CH:7][CH:6]=1)(=[O:9])=[O:10])[CH3:31]. The catalyst class is: 1.